Dataset: Peptide-MHC class II binding affinity with 134,281 pairs from IEDB. Task: Regression. Given a peptide amino acid sequence and an MHC pseudo amino acid sequence, predict their binding affinity value. This is MHC class II binding data. (1) The binding affinity (normalized) is 0.241. The peptide sequence is LKKYFAATQFEPLAA. The MHC is HLA-DQA10501-DQB10301 with pseudo-sequence HLA-DQA10501-DQB10301. (2) The peptide sequence is PQPELPYPQPQLPY. The MHC is DRB1_1101 with pseudo-sequence DRB1_1101. The binding affinity (normalized) is 0. (3) The peptide sequence is ELNNALQNLARTISE. The MHC is HLA-DQA10501-DQB10301 with pseudo-sequence HLA-DQA10501-DQB10301. The binding affinity (normalized) is 0.389. (4) The peptide sequence is VQAPVGAITTIEDPV. The MHC is DRB1_0405 with pseudo-sequence DRB1_0405. The binding affinity (normalized) is 0.488. (5) The peptide sequence is EPGHLAPTGMFVAAA. The MHC is HLA-DQA10501-DQB10301 with pseudo-sequence HLA-DQA10501-DQB10301. The binding affinity (normalized) is 0.496. (6) The peptide sequence is LLMRRMRRPTGKVTL. The MHC is DRB1_0801 with pseudo-sequence DRB1_0801. The binding affinity (normalized) is 0.756. (7) The peptide sequence is SRPYNIYPHGITDVRPLYSR. The MHC is DRB1_0901 with pseudo-sequence DRB1_0901. The binding affinity (normalized) is 0. (8) The peptide sequence is TKFKYLAGDYLSLAD. The MHC is DRB1_1201 with pseudo-sequence DRB1_1201. The binding affinity (normalized) is 0.574.